This data is from Reaction yield outcomes from USPTO patents with 853,638 reactions. The task is: Predict the reaction yield, written as a fraction of the theoretical maximum amount of product (1.0 means a 100% yield; for example, 0.34 means a 34% yield). (1) The reactants are [C:1]12([O:8][C:9](=[O:50])[C@@H:10]([NH:42]C(OC(C)(C)C)=O)[CH2:11][CH2:12][O:13][C:14]3[CH:23]=[C:22]4[C:17]([C:18]([O:24][C:25]5[CH:30]=[CH:29][C:28]([NH:31][C:32](=[O:39])[C:33]6[CH:38]=[CH:37][CH:36]=[CH:35][CH:34]=6)=[CH:27][CH:26]=5)=[CH:19][CH:20]=[N:21]4)=[CH:16][C:15]=3[O:40][CH3:41])[CH2:7][CH:4]([CH2:5][CH2:6]1)[CH2:3][CH2:2]2.Cl. The catalyst is O1CCOCC1. The product is [C:1]12([O:8][C:9](=[O:50])[C@@H:10]([NH2:42])[CH2:11][CH2:12][O:13][C:14]3[CH:23]=[C:22]4[C:17]([C:18]([O:24][C:25]5[CH:26]=[CH:27][C:28]([NH:31][C:32](=[O:39])[C:33]6[CH:34]=[CH:35][CH:36]=[CH:37][CH:38]=6)=[CH:29][CH:30]=5)=[CH:19][CH:20]=[N:21]4)=[CH:16][C:15]=3[O:40][CH3:41])[CH2:7][CH:4]([CH2:5][CH2:6]1)[CH2:3][CH2:2]2. The yield is 1.00. (2) The reactants are [CH3:1][O:2][C:3]1[CH:4]=[C:5]2[C:10](=[CH:11][C:12]=1[O:13][CH3:14])[N:9]=[CH:8][N:7]=[C:6]2[O:15][C:16]1[CH:17]=[C:18]([CH:20]=[CH:21][CH:22]=1)[NH2:19].[C:23]([C:27]1[CH:31]=[C:30]([NH:32][C:33](=O)[O:34]C2C=CC=CC=2)[N:29]([C:42]2[CH:43]=[N:44][C:45]([CH3:48])=[CH:46][CH:47]=2)[N:28]=1)([CH3:26])([CH3:25])[CH3:24]. The catalyst is C1COCC1.CN(C1C=CN=CC=1)C. The product is [C:23]([C:27]1[CH:31]=[C:30]([NH:32][C:33]([NH:19][C:18]2[CH:20]=[CH:21][CH:22]=[C:16]([O:15][C:6]3[C:5]4[C:10](=[CH:11][C:12]([O:13][CH3:14])=[C:3]([O:2][CH3:1])[CH:4]=4)[N:9]=[CH:8][N:7]=3)[CH:17]=2)=[O:34])[N:29]([C:42]2[CH:43]=[N:44][C:45]([CH3:48])=[CH:46][CH:47]=2)[N:28]=1)([CH3:26])([CH3:25])[CH3:24]. The yield is 0.600. (3) The reactants are [Cl:1][C:2]1[C:3]([NH:8][C@@H:9]2[CH2:14][CH2:13][CH2:12][N:11]([C:15]([O:17][C:18]([CH3:21])([CH3:20])[CH3:19])=[O:16])[CH2:10]2)=[N:4][CH:5]=[CH:6][CH:7]=1.C[Si]([N-][Si](C)(C)C)(C)C.[Li+].[Br:32][C:33]1[CH:41]=[CH:40][C:36]([C:37](Cl)=[O:38])=[CH:35][C:34]=1[F:42]. The catalyst is C1COCC1.ClCCl. The product is [Br:32][C:33]1[CH:41]=[CH:40][C:36]([C:37]([N:8]([C:3]2[C:2]([Cl:1])=[CH:7][CH:6]=[CH:5][N:4]=2)[C@@H:9]2[CH2:14][CH2:13][CH2:12][N:11]([C:15]([O:17][C:18]([CH3:21])([CH3:20])[CH3:19])=[O:16])[CH2:10]2)=[O:38])=[CH:35][C:34]=1[F:42]. The yield is 0.760. (4) The reactants are [CH3:1][C:2]1[O:3][C:4]([CH3:10])=[CH:5][C:6]=1[C:7]([OH:9])=[O:8].C(=O)([O-])[O-].[K+].[K+].[CH3:17][O:18][CH2:19][CH2:20][O:21][CH2:22]Cl. The catalyst is CN(C=O)C.O. The product is [CH3:17][O:18][CH2:19][CH2:20][O:21][CH2:22][O:8][C:7]([C:6]1[CH:5]=[C:4]([CH3:10])[O:3][C:2]=1[CH3:1])=[O:9]. The yield is 0.820. (5) The reactants are Cl[C:2](Cl)([O:4][C:5](=[O:11])OC(Cl)(Cl)Cl)Cl.[NH2:13][C@@H:14]([CH2:17][CH2:18][CH3:19])CO.CCN(CC)CC. The catalyst is C1COCC1. The product is [CH2:17]([C@H:14]1[CH2:2][O:4][C:5](=[O:11])[NH:13]1)[CH2:18][CH3:19]. The yield is 0.550. (6) The reactants are [C:1]([OH:5])(=[O:4])[CH:2]=[CH2:3].[CH2:6]([CH:9]([CH2:12][CH2:13][CH2:14][CH2:15][CH3:16])[CH2:10]O)[CH2:7][CH3:8].COC1C=CC(O)=CC=1.[PH2](O)=O.CS(O)(=O)=O. The catalyst is [Cu](Cl)Cl.C1CCCCC1. The product is [C:1]([O:5][CH2:10][CH:9]([CH2:6][CH2:7][CH3:8])[CH2:12][CH2:13][CH2:14][CH2:15][CH3:16])(=[O:4])[CH:2]=[CH2:3]. The yield is 0.970. (7) The reactants are [C:1](=[O:12])(OC(Cl)(Cl)Cl)OC(Cl)(Cl)Cl.[NH2:13][C:14]1[CH:15]=[C:16]([CH:33]=[CH:34][C:35]=1[F:36])[O:17][C:18]1[N:23]=[C:22]2[S:24][C:25]([NH:27][C:28]([CH:30]3[CH2:32][CH2:31]3)=[O:29])=[N:26][C:21]2=[CH:20][CH:19]=1.C(N(CC)CC)C.[F:44][C:45]([F:54])([F:53])[C:46]1[N:51]=[CH:50][C:49]([NH2:52])=[CH:48][CH:47]=1. The catalyst is O1CCCC1.C(OCC)(=O)C. The product is [F:36][C:35]1[CH:34]=[CH:33][C:16]([O:17][C:18]2[N:23]=[C:22]3[S:24][C:25]([NH:27][C:28]([CH:30]4[CH2:32][CH2:31]4)=[O:29])=[N:26][C:21]3=[CH:20][CH:19]=2)=[CH:15][C:14]=1[NH:13][C:1](=[O:12])[NH:52][C:49]1[CH:50]=[N:51][C:46]([C:45]([F:54])([F:44])[F:53])=[CH:47][CH:48]=1. The yield is 0.260.